Dataset: Full USPTO retrosynthesis dataset with 1.9M reactions from patents (1976-2016). Task: Predict the reactants needed to synthesize the given product. (1) Given the product [N:28]1[CH:27]=[CH:26][CH:25]=[CH:30][C:29]=1[CH2:31][N:32]([CH2:33][C:34]1[CH:35]=[CH:36][CH:37]=[CH:38][N:39]=1)[C:22](=[O:23])[CH2:21][N:18]1[CH:19]=[CH:20][C:16]([C:13]2[CH:12]=[CH:11][C:10]([C:2]3[N:1]=[C:5]4[CH:6]=[CH:7][CH:8]=[CH:9][N:4]4[CH:3]=3)=[CH:15][CH:14]=2)=[N:17]1, predict the reactants needed to synthesize it. The reactants are: [N:1]1[C:2]([C:10]2[CH:15]=[CH:14][C:13]([C:16]3[CH:20]=[CH:19][N:18]([CH2:21][C:22](O)=[O:23])[N:17]=3)=[CH:12][CH:11]=2)=[CH:3][N:4]2[CH:9]=[CH:8][CH:7]=[CH:6][C:5]=12.[CH:25]1[CH:30]=[C:29]([CH2:31][NH:32][CH2:33][C:34]2[N:39]=[CH:38][CH:37]=[CH:36][CH:35]=2)[N:28]=[CH:27][CH:26]=1.ON1C2C=CC=CC=2N=N1.Cl.C(N=C=NCCCN(C)C)C. (2) Given the product [CH2:7]1[C:8]2[CH:15]=[CH:14][C:13]([O:16][C:17]3[CH:25]=[CH:24][C:20]([C:21]([NH2:23])=[O:22])=[CH:19][N:18]=3)=[CH:12][C:9]=2[CH2:10][CH2:11][NH:5][CH2:6]1, predict the reactants needed to synthesize it. The reactants are: FC(F)(F)C([N:5]1[CH2:11][CH2:10][C:9]2[CH:12]=[C:13]([O:16][C:17]3[CH:25]=[CH:24][C:20]([C:21]([NH2:23])=[O:22])=[CH:19][N:18]=3)[CH:14]=[CH:15][C:8]=2[CH2:7][CH2:6]1)=O. (3) Given the product [CH3:1][C:2]1[C:6]([C:7]2[N:8]([CH2:22][CH2:23][N:24]3[CH2:29][CH2:28][N:27]([CH3:30])[CH2:26][CH2:25]3)[C:9]3[C:14]([C:15]=2[CH:16]=[O:17])=[CH:13][C:12]([O:18][CH3:19])=[CH:11][CH:10]=3)=[C:5]([CH3:20])[O:4][N:3]=1, predict the reactants needed to synthesize it. The reactants are: [CH3:1][C:2]1[C:6]([C:7]2[NH:8][C:9]3[C:14]([C:15]=2[CH:16]=[O:17])=[CH:13][C:12]([O:18][CH3:19])=[CH:11][CH:10]=3)=[C:5]([CH3:20])[O:4][N:3]=1.Cl[CH2:22][CH2:23][N:24]1[CH2:29][CH2:28][N:27]([CH3:30])[CH2:26][CH2:25]1.C([O-])([O-])=O.[K+].[K+]. (4) Given the product [F:6][C:7]1[CH:12]=[CH:11][CH:10]=[C:9]([F:13])[C:8]=1[C:14]1[O:15][C:16]2[C:17](=[C:19]([NH2:23])[CH:20]=[CH:21][CH:22]=2)[N:18]=1, predict the reactants needed to synthesize it. The reactants are: [Sn](Cl)(Cl)(Cl)Cl.[F:6][C:7]1[CH:12]=[CH:11][CH:10]=[C:9]([F:13])[C:8]=1[C:14]1[O:15][C:16]2[CH:22]=[CH:21][CH:20]=[C:19]([N+:23]([O-])=O)[C:17]=2[N:18]=1.O. (5) Given the product [Cl:33][C:13]1[C:12]([O:11][C:6]2[N:5]=[C:4]3[S:3][C:2]([NH:1][C:37](=[O:38])[CH2:36][O:35][CH3:34])=[N:10][C:9]3=[CH:8][CH:7]=2)=[CH:17][C:16]([NH:18][C:19](=[O:31])[C:20]2[CH:25]=[CH:24][CH:23]=[C:22]([C:26]([C:29]#[N:30])([CH3:28])[CH3:27])[CH:21]=2)=[C:15]([F:32])[CH:14]=1, predict the reactants needed to synthesize it. The reactants are: [NH2:1][C:2]1[S:3][C:4]2[C:9]([N:10]=1)=[CH:8][CH:7]=[C:6]([O:11][C:12]1[C:13]([Cl:33])=[CH:14][C:15]([F:32])=[C:16]([NH:18][C:19](=[O:31])[C:20]3[CH:25]=[CH:24][CH:23]=[C:22]([C:26]([C:29]#[N:30])([CH3:28])[CH3:27])[CH:21]=3)[CH:17]=1)[N:5]=2.[CH3:34][O:35][CH2:36][C:37](Cl)=[O:38]. (6) Given the product [NH:1]([C:18]([O:20][CH2:21][C:22]1[CH:27]=[CH:26][CH:25]=[CH:24][CH:23]=1)=[O:19])[C@@H:2]([C:8]([O:10][CH2:11][C:12]1[CH:17]=[CH:16][CH:15]=[CH:14][CH:13]=1)=[O:9])[CH2:3][CH2:4][C:5]([NH:28][C@@H:29]([C:40]([OH:42])=[O:41])[CH2:30][C:31]1[C:39]2[C:34](=[CH:35][CH:36]=[CH:37][CH:38]=2)[NH:33][CH:32]=1)=[O:7], predict the reactants needed to synthesize it. The reactants are: [NH:1]([C:18]([O:20][CH2:21][C:22]1[CH:27]=[CH:26][CH:25]=[CH:24][CH:23]=1)=[O:19])[C@@H:2]([C:8]([O:10][CH2:11][C:12]1[CH:17]=[CH:16][CH:15]=[CH:14][CH:13]=1)=[O:9])[CH2:3][CH2:4][C:5](=[O:7])O.[NH2:28][C@@H:29]([C:40]([OH:42])=[O:41])[CH2:30][C:31]1[C:39]2[C:34](=[CH:35][CH:36]=[CH:37][CH:38]=2)[NH:33][CH:32]=1. (7) Given the product [ClH:19].[CH3:6][NH:8][C@H:9]1[CH2:14][CH2:13][C@H:12]([C:15]([OH:17])=[O:16])[CH2:11][CH2:10]1, predict the reactants needed to synthesize it. The reactants are: C(O[C:6]([N:8](C)[C@H:9]1[CH2:14][CH2:13][C@H:12]([C:15]([OH:17])=[O:16])[CH2:11][CH2:10]1)=O)(C)(C)C.[ClH:19]. (8) Given the product [ClH:21].[NH2:8][CH:9]1[CH2:15][CH2:14][C:13]2[CH:16]=[CH:17][CH:18]=[CH:19][C:12]=2[CH2:11][C:10]1=[O:20], predict the reactants needed to synthesize it. The reactants are: C(OC([NH:8][CH:9]1[CH2:15][CH2:14][C:13]2[CH:16]=[CH:17][CH:18]=[CH:19][C:12]=2[CH2:11][C:10]1=[O:20])=O)(C)(C)C.[ClH:21]. (9) The reactants are: [Br:1][C:2]1[CH:3]=[C:4](/[CH:10]=[C:11](\[NH:16][C:17]([O:19][C:20]([CH3:23])([CH3:22])[CH3:21])=[O:18])/[C:12]([O:14][CH3:15])=[O:13])[CH:5]=[CH:6][C:7]=1[O:8][CH3:9]. Given the product [Br:1][C:2]1[CH:3]=[C:4]([CH:5]=[CH:6][C:7]=1[O:8][CH3:9])[CH2:10][C@@H:11]([C:12]([O:14][CH3:15])=[O:13])[NH:16][C:17]([O:19][C:20]([CH3:23])([CH3:22])[CH3:21])=[O:18], predict the reactants needed to synthesize it. (10) The reactants are: [Cl:1][C:2]1[CH:7]=[C:6]([Cl:8])[CH:5]=[CH:4][C:3]=1[CH2:9][N:10]1[C:15](=[O:16])[C:14]([C:17]([NH:19][CH2:20][C:21]([O:23]CC)=[O:22])=[O:18])=[C:13]([OH:26])[C:12]([C:27](OC)=[O:28])=[C:11]1[OH:31].[CH:32]1([CH2:35][NH2:36])[CH2:34][CH2:33]1. Given the product [CH:32]1([CH2:35][NH:36][C:27]([C:12]2[C:13]([OH:26])=[C:14]([C:17]([NH:19][CH2:20][C:21]([OH:23])=[O:22])=[O:18])[C:15](=[O:16])[N:10]([CH2:9][C:3]3[CH:4]=[CH:5][C:6]([Cl:8])=[CH:7][C:2]=3[Cl:1])[C:11]=2[OH:31])=[O:28])[CH2:34][CH2:33]1, predict the reactants needed to synthesize it.